This data is from Catalyst prediction with 721,799 reactions and 888 catalyst types from USPTO. The task is: Predict which catalyst facilitates the given reaction. Reactant: COC(Cl)=O.[CH3:6][O:7][C:8](=[O:24])[O:9][C:10]1[CH:15]=[CH:14][C:13]([C:16]([CH3:19])([CH3:18])[CH3:17])=[CH:12][C:11]=1[C:20]([CH3:23])([CH3:22])[CH3:21].C(C1C=C(C(C)(C)C)C=CC=1O)(C)(C)C.CCN(CC)CC. Product: [CH3:6][O:7][C:8](=[O:24])[O:9][C:10]1[CH:15]=[CH:14][C:13]([C:16]([CH3:17])([CH3:18])[CH3:19])=[CH:12][C:11]=1[C:20]([CH3:23])([CH3:22])[CH3:21]. The catalyst class is: 166.